Dataset: Forward reaction prediction with 1.9M reactions from USPTO patents (1976-2016). Task: Predict the product of the given reaction. (1) Given the reactants [Cl-].[CH3:2][O:3][C:4]([C:6]1[CH:31]=[CH:30][C:9]([CH2:10][P+](C2C=CC=CC=2)(C2C=CC=CC=2)C2C=CC=CC=2)=[CH:8][CH:7]=1)=[O:5].CC(C)([O-])C.[K+].[F:38][C:39]([F:62])([F:61])[CH2:40][CH2:41][CH:42]([C:45]1[CH:46]=[N:47][C:48]([C:51]2[CH:56]=[CH:55][C:54]([C:57]([F:60])([F:59])[F:58])=[CH:53][CH:52]=2)=[CH:49][CH:50]=1)[CH:43]=O, predict the reaction product. The product is: [CH3:2][O:3][C:4](=[O:5])[C:6]1[CH:7]=[CH:8][C:9](/[CH:10]=[CH:43]/[CH:42]([C:45]2[CH:46]=[N:47][C:48]([C:51]3[CH:56]=[CH:55][C:54]([C:57]([F:60])([F:58])[F:59])=[CH:53][CH:52]=3)=[CH:49][CH:50]=2)[CH2:41][CH2:40][C:39]([F:38])([F:62])[F:61])=[CH:30][CH:31]=1. (2) The product is: [CH3:1][O:2][C:3]([C:5]1[N:6]=[C:7]([NH:10][C:11](=[O:43])[C@@H:12]([NH:21][C:22](=[O:42])[C@H:23]([NH2:34])[C:24]2[CH:33]=[CH:32][C:27]3[O:28][CH2:29][CH2:30][O:31][C:26]=3[CH:25]=2)[C@H:13]([C:15]2[CH:20]=[CH:19][CH:18]=[CH:17][CH:16]=2)[CH3:14])[S:8][CH:9]=1)=[O:4]. Given the reactants [CH3:1][O:2][C:3]([C:5]1[N:6]=[C:7]([NH:10][C:11](=[O:43])[C@@H:12]([NH:21][C:22](=[O:42])[C@H:23]([NH:34]C(OC(C)(C)C)=O)[C:24]2[CH:33]=[CH:32][C:27]3[O:28][CH2:29][CH2:30][O:31][C:26]=3[CH:25]=2)[C@H:13]([C:15]2[CH:20]=[CH:19][CH:18]=[CH:17][CH:16]=2)[CH3:14])[S:8][CH:9]=1)=[O:4].FC(F)(F)C(O)=O, predict the reaction product. (3) Given the reactants [CH3:1][C:2]1(C)[C:6](C)([CH3:7])OB(C(=C)CC)O1.[C:14]([O:18][C:19]([N:21]1[C:29]2[CH:28]=[C:27](Cl)[N:26]=[CH:25][C:24]=2[C:23]([CH3:32])([CH3:31])[CH2:22]1)=[O:20])([CH3:17])([CH3:16])[CH3:15].C(=O)([O-])[O-].[K+].[K+].C([O-])(O)=O.[Na+], predict the reaction product. The product is: [C:14]([O:18][C:19]([N:21]1[C:29]2[CH:28]=[C:27]([C:2](=[CH2:1])[CH2:6][CH3:7])[N:26]=[CH:25][C:24]=2[C:23]([CH3:32])([CH3:31])[CH2:22]1)=[O:20])([CH3:17])([CH3:16])[CH3:15]. (4) Given the reactants [CH3:1][NH:2][C:3]([NH2:5])=[O:4].CC([O-])(C)C.[K+].[CH3:12][C:13]([CH2:24][CH:25]=[C:26]([CH3:28])[CH3:27])([C:19](OCC)=[O:20])[C:14](OCC)=[O:15], predict the reaction product. The product is: [CH3:1][N:2]1[C:19](=[O:20])[C:13]([CH3:12])([CH2:24][CH:25]=[C:26]([CH3:27])[CH3:28])[C:14](=[O:15])[NH:5][C:3]1=[O:4]. (5) The product is: [N:15]1[CH:16]=[CH:17][C:12]([C:11]2[CH:10]=[C:9]3[NH:18][C:20](=[O:21])[NH:19][C:8]3=[N:7][C:6]=2[C:2]2[S:1][CH:5]=[CH:4][CH:3]=2)=[CH:13][CH:14]=1. Given the reactants [S:1]1[CH:5]=[CH:4][CH:3]=[C:2]1[C:6]1[C:11]([C:12]2[CH:17]=[CH:16][N:15]=[CH:14][CH:13]=2)=[CH:10][C:9]([NH2:18])=[C:8]([NH2:19])[N:7]=1.[C:20](C1NC=CN=1)(C1NC=CN=1)=[O:21], predict the reaction product. (6) Given the reactants [Cl:1][C:2]1[CH:3]=[C:4]2[C:8](=[CH:9][CH:10]=1)[NH:7][CH:6]=[CH:5]2.P(Cl)(Cl)(Cl)=O.CN([CH:19]=[O:20])C, predict the reaction product. The product is: [Cl:1][C:2]1[CH:3]=[C:4]2[C:8](=[CH:9][CH:10]=1)[NH:7][CH:6]=[C:5]2[CH:19]=[O:20].